From a dataset of Peptide-MHC class I binding affinity with 185,985 pairs from IEDB/IMGT. Regression. Given a peptide amino acid sequence and an MHC pseudo amino acid sequence, predict their binding affinity value. This is MHC class I binding data. (1) The peptide sequence is NYSKYWYLNH. The MHC is HLA-A31:01 with pseudo-sequence HLA-A31:01. The binding affinity (normalized) is 0.325. (2) The peptide sequence is INISGYNFSL. The MHC is HLA-A02:01 with pseudo-sequence HLA-A02:01. The binding affinity (normalized) is 0.426. (3) The peptide sequence is NKKTFDHT. The MHC is H-2-Kb with pseudo-sequence H-2-Kb. The binding affinity (normalized) is 0.105. (4) The peptide sequence is VTSLIANIDWI. The MHC is Mamu-A01 with pseudo-sequence Mamu-A01. The binding affinity (normalized) is 0.134. (5) The peptide sequence is ACPKISFEPI. The MHC is H-2-Db with pseudo-sequence H-2-Db. The binding affinity (normalized) is 0.235.